Dataset: Reaction yield outcomes from USPTO patents with 853,638 reactions. Task: Predict the reaction yield, written as a fraction of the theoretical maximum amount of product (1.0 means a 100% yield; for example, 0.34 means a 34% yield). (1) The reactants are [CH3:1][C:2]1[N:3]=[CH:4][C:5]([NH2:8])=[N:6][CH:7]=1.N1C=CC=CC=1.[Br:15]Br.O. The catalyst is C(Cl)(Cl)Cl. The product is [Br:15][C:4]1[C:5]([NH2:8])=[N:6][CH:7]=[C:2]([CH3:1])[N:3]=1. The yield is 0.564. (2) The reactants are [CH3:1][CH:2]([CH3:46])[C@H:3]([NH:42][C:43](=[O:45])[O-:44])[C:4]([N:6]1[C@H:10]([C:11]2[NH:15][C:14]3[C:16]4[C:21]([CH:22]=[CH:23][C:13]=3[N:12]=2)=[CH:20][C:19]2[C:24]3[C:29]([CH2:30][O:31][C:18]=2[CH:17]=4)=[CH:28][C:27](B2OC(C)(C)C(C)(C)O2)=[CH:26][CH:25]=3)[CH2:9][CH2:8][C@@H:7]1[CH3:41])=[O:5].Br[C:48]1[NH:52][C:51]([C@@H:53]2[CH2:57][C@H:56]([CH3:58])[CH2:55][N:54]2[C:59]([O:61][C:62]([CH3:65])([CH3:64])[CH3:63])=[O:60])=[N:50][CH:49]=1.[C:66](=O)([O-])[O-].[K+].[K+]. The catalyst is CS(C)=O.[Pd].C1(P(C2C=CC=CC=2)C2C=CC=CC=2)C=CC=CC=1.C1(P(C2C=CC=CC=2)C2C=CC=CC=2)C=CC=CC=1.C1(P(C2C=CC=CC=2)C2C=CC=CC=2)C=CC=CC=1.C1(P(C2C=CC=CC=2)C2C=CC=CC=2)C=CC=CC=1.C1C=CC(P(C2C=CC=CC=2)[C-]2C=CC=C2)=CC=1.C1C=CC(P(C2C=CC=CC=2)[C-]2C=CC=C2)=CC=1.Cl[Pd]Cl.[Fe+2]. The product is [CH3:66][O:44][C:43]([NH:42][C@H:3]([C:4]([N:6]1[C@@H:7]([CH3:41])[CH2:8][CH2:9][C@H:10]1[C:11]1[NH:15][C:14]2[C:16]3[C:21]([CH:22]=[CH:23][C:13]=2[N:12]=1)=[CH:20][C:19]1[C:24]2[C:29]([CH2:30][O:31][C:18]=1[CH:17]=3)=[CH:28][C:27]([C:48]1[NH:52][C:51]([C@@H:53]3[CH2:57][C@H:56]([CH3:58])[CH2:55][N:54]3[C:59]([O:61][C:62]([CH3:65])([CH3:64])[CH3:63])=[O:60])=[N:50][CH:49]=1)=[CH:26][CH:25]=2)=[O:5])[CH:2]([CH3:1])[CH3:46])=[O:45]. The yield is 0.630. (3) The reactants are BrCCO[Si](C(C)(C)C)(C)C.Br[CH2:13][C:14]([C:16]1[CH:21]=[CH:20][CH:19]=[CH:18][CH:17]=1)=[O:15].[CH3:22][C:23]1[CH:27]=[C:26]([N:28]2[CH2:32][CH2:31][NH:30][C:29]2=[O:33])[S:25][C:24]=1[C:34]([O:36][CH2:37][CH3:38])=[O:35]. No catalyst specified. The product is [CH3:22][C:23]1[CH:27]=[C:26]([N:28]2[CH2:32][CH2:31][N:30]([CH2:13][C:14](=[O:15])[C:16]3[CH:21]=[CH:20][CH:19]=[CH:18][CH:17]=3)[C:29]2=[O:33])[S:25][C:24]=1[C:34]([O:36][CH2:37][CH3:38])=[O:35]. The yield is 0.390. (4) The reactants are [C:1]([O:7][CH2:8][CH3:9])(=[O:6])[CH2:2][C:3]([CH3:5])=O.[Cl:10][C:11]1[CH:18]=[C:17]([Cl:19])[CH:16]=[CH:15][C:12]=1[CH:13]=O.[NH4+:20].[OH-:21]. The catalyst is CCO.C(Cl)Cl. The product is [Cl:10][C:11]1[CH:18]=[C:17]([Cl:19])[CH:16]=[CH:15][C:12]=1[CH:13]1[C:2]([C:1]([O:7][CH2:8][CH3:9])=[O:6])=[C:3]([CH3:5])[NH:20][C:3]([CH3:5])=[C:2]1[C:1]([O:7][CH2:8][CH3:9])=[O:21]. The yield is 0.510.